From a dataset of Forward reaction prediction with 1.9M reactions from USPTO patents (1976-2016). Predict the product of the given reaction. (1) Given the reactants [NH2:1][C:2]1[CH:3]=[CH:4][C:5]([F:22])=[C:6]([C@:8]2([CH3:21])[C@@H:13]([O:14][CH2:15][C:16]([F:19])([F:18])[F:17])[CH2:12][O:11][C:10]([NH2:20])=[N:9]2)[CH:7]=1.[F:23][C:24]([F:37])([F:36])[CH2:25][O:26][C:27]1[CH:28]=[CH:29][C:30]([C:33](O)=[O:34])=[N:31][CH:32]=1, predict the reaction product. The product is: [NH2:20][C:10]1[O:11][CH2:12][C@H:13]([O:14][CH2:15][C:16]([F:18])([F:19])[F:17])[C@:8]([C:6]2[CH:7]=[C:2]([NH:1][C:33]([C:30]3[CH:29]=[CH:28][C:27]([O:26][CH2:25][C:24]([F:37])([F:36])[F:23])=[CH:32][N:31]=3)=[O:34])[CH:3]=[CH:4][C:5]=2[F:22])([CH3:21])[N:9]=1. (2) Given the reactants [CH3:1][O:2][C:3]1[CH:8]=[CH:7][C:6]([S:9]([N:12]2[C:20]3[C:15](=[CH:16][CH:17]=[CH:18][CH:19]=3)[CH2:14][CH:13]2[C:21]([OH:23])=O)(=[O:11])=[O:10])=[CH:5][CH:4]=1.ClC(OCC)=O.CN1CCOCC1.C[Si](C)(C)[O:39][NH2:40].C(O)(=O)CC(CC(O)=O)(C(O)=O)O, predict the reaction product. The product is: [CH3:1][O:2][C:3]1[CH:8]=[CH:7][C:6]([S:9]([N:12]2[C:20]3[C:15](=[CH:16][CH:17]=[CH:18][CH:19]=3)[CH2:14][CH:13]2[C:21]([NH:40][OH:39])=[O:23])(=[O:11])=[O:10])=[CH:5][CH:4]=1. (3) Given the reactants CC(C)([O-])C.[K+].[CH3:7][CH:8]([C:14](=[O:20])[C:15]([O:17][CH2:18][CH3:19])=[O:16])[C:9]([O:11][CH2:12][CH3:13])=[O:10].Br[CH2:22][C:23]([O:25][CH3:26])=[O:24].C1OCCOCCOCCOCCOCCOC1.Cl, predict the reaction product. The product is: [CH3:7][C:8]([C:9]([O:11][CH2:12][CH3:13])=[O:10])([CH2:22][C:23]([O:25][CH3:26])=[O:24])[C:14](=[O:20])[C:15]([O:17][CH2:18][CH3:19])=[O:16]. (4) Given the reactants [OH-].[Na+].FC(F)(F)C([NH:7][C@H:8]1[CH2:13][CH2:12][CH2:11][CH2:10][C@H:9]1[NH:14][C:15](=[O:21])[O:16][C:17]([CH3:20])([CH3:19])[CH3:18])=O.CCO, predict the reaction product. The product is: [NH2:7][C@H:8]1[CH2:13][CH2:12][CH2:11][CH2:10][C@H:9]1[NH:14][C:15](=[O:21])[O:16][C:17]([CH3:19])([CH3:18])[CH3:20]. (5) Given the reactants [C:1]([O:5][CH:6]([C:11]1[CH:16]=[C:15]([N+:17]([O-:19])=[O:18])[C:14]([O:20][C:21]2[CH:26]=[CH:25][CH:24]=[CH:23][CH:22]=2)=[CH:13][C:12]=1Cl)[C:7]([O:9][CH3:10])=[O:8])([CH3:4])([CH3:3])[CH3:2].C(=O)([O-])[O-].[Na+].[Na+].CC1(C)C(C)(C)OB([C:42]2[CH:43]=[C:44]3[C:49](=[CH:50][CH:51]=2)[O:48][CH2:47][CH2:46][CH2:45]3)O1, predict the reaction product. The product is: [C:1]([O:5][CH:6]([C:11]1[CH:16]=[C:15]([N+:17]([O-:19])=[O:18])[C:14]([O:20][C:21]2[CH:26]=[CH:25][CH:24]=[CH:23][CH:22]=2)=[CH:13][C:12]=1[C:42]1[CH:51]=[CH:50][C:49]2[O:48][CH2:47][CH2:46][CH2:45][C:44]=2[CH:43]=1)[C:7]([O:9][CH3:10])=[O:8])([CH3:4])([CH3:3])[CH3:2].